This data is from Forward reaction prediction with 1.9M reactions from USPTO patents (1976-2016). The task is: Predict the product of the given reaction. (1) Given the reactants CCOC(/N=N/C(OCC)=O)=O.[CH2:13]([O:20][C@@H:21]1[C@@H:28]([O:29][CH2:30][C:31]2[CH:36]=[CH:35][CH:34]=[CH:33][CH:32]=2)[C@H:27]([O:37][CH2:38][C:39]2[CH:44]=[CH:43][CH:42]=[CH:41][CH:40]=2)[C@@H:26]([CH2:45][OH:46])[O:25][C@@H:22]1[O:23][CH3:24])[C:14]1[CH:19]=[CH:18][CH:17]=[CH:16][CH:15]=1.[Br:47][C:48]1[CH:49]=[C:50](O)[CH:51]=[CH:52][CH:53]=1.C1(P(C2C=CC=CC=2)C2C=CC=CC=2)C=CC=CC=1, predict the reaction product. The product is: [CH2:13]([O:20][C@@H:21]1[C@@H:28]([O:29][CH2:30][C:31]2[CH:32]=[CH:33][CH:34]=[CH:35][CH:36]=2)[C@H:27]([O:37][CH2:38][C:39]2[CH:40]=[CH:41][CH:42]=[CH:43][CH:44]=2)[C@@H:26]([CH2:45][O:46][C:52]2[CH:51]=[CH:50][CH:49]=[C:48]([Br:47])[CH:53]=2)[O:25][C@@H:22]1[O:23][CH3:24])[C:14]1[CH:19]=[CH:18][CH:17]=[CH:16][CH:15]=1. (2) Given the reactants [C:1]([O:5][C:6](=[O:22])[NH:7][C@H:8]1[CH2:13][C@@H:12]([C:14]2[CH:19]=[CH:18][CH:17]=[CH:16][CH:15]=2)[C@@H:11]([CH3:20])[NH:10][C:9]1=S)([CH3:4])([CH3:3])[CH3:2].[NH2:23][CH2:24][CH:25]([OH:31])[C:26]([O:29][CH3:30])([CH3:28])[CH3:27].C(N(CC)CC)C, predict the reaction product. The product is: [C:1]([O:5][C:6](=[O:22])[NH:7][C@H:8]1[CH2:13][C@@H:12]([C:14]2[CH:19]=[CH:18][CH:17]=[CH:16][CH:15]=2)[C@@H:11]([CH3:20])[NH:10][C:9]1=[N:23][CH2:24][CH:25]([OH:31])[C:26]([O:29][CH3:30])([CH3:28])[CH3:27])([CH3:4])([CH3:3])[CH3:2]. (3) The product is: [Cl:1][C:2]1[CH:7]=[CH:6][C:5]([S:8]([N:11]([CH2:19][C:20]2[CH:29]=[CH:28][C:23]([CH2:24][NH:31][NH2:32])=[CH:22][CH:21]=2)[CH2:12][C:13]2[CH:18]=[CH:17][CH:16]=[CH:15][N:14]=2)(=[O:10])=[O:9])=[CH:4][CH:3]=1. Given the reactants [Cl:1][C:2]1[CH:7]=[CH:6][C:5]([S:8]([N:11]([CH2:19][C:20]2[CH:29]=[CH:28][C:23]([C:24](OC)=O)=[CH:22][CH:21]=2)[CH2:12][C:13]2[CH:18]=[CH:17][CH:16]=[CH:15][N:14]=2)(=[O:10])=[O:9])=[CH:4][CH:3]=1.O.[NH2:31][NH2:32], predict the reaction product. (4) Given the reactants O.O.O.O.O.O.[NH:7]1[CH2:12][CH2:11][NH:10][CH2:9][CH2:8]1.Cl.[O:14]1[CH:18]=[CH:17][CH:16]=[C:15]1[C:19](Cl)=[O:20].[OH-].[Na+], predict the reaction product. The product is: [O:14]1[CH:18]=[CH:17][CH:16]=[C:15]1[C:19]([N:7]1[CH2:12][CH2:11][NH:10][CH2:9][CH2:8]1)=[O:20]. (5) Given the reactants C([O-])([O-])=O.[Cs+].[Cs+].Cl[C:8]1[C:9]([N+:18]([O-:20])=[O:19])=[C:10]2[C:15](=[CH:16][CH:17]=1)[N:14]=[CH:13][CH:12]=[CH:11]2.[CH3:21][O:22][C:23]1[CH:24]=[C:25]([CH2:30][C:31]([OH:33])=[O:32])[CH:26]=[CH:27][C:28]=1[OH:29].Cl, predict the reaction product. The product is: [CH3:21][O:22][C:23]1[CH:24]=[C:25]([CH2:30][C:31]([OH:33])=[O:32])[CH:26]=[CH:27][C:28]=1[O:29][C:8]1[C:9]([N+:18]([O-:20])=[O:19])=[C:10]2[C:15](=[CH:16][CH:17]=1)[N:14]=[CH:13][CH:12]=[CH:11]2. (6) Given the reactants C([O-])(=O)C.[K+].Br[C:7]1[S:11][C:10]([N:12]([CH2:20][C@@H:21]([NH:33]C(OC(C)(C)C)=O)[CH2:22][C:23]2[CH:24]=[N:25][C:26]([C:29]([F:32])([F:31])[F:30])=[CH:27][CH:28]=2)C(=O)OC(C)(C)C)=[N:9][CH:8]=1.[F:41][C:42]1[N:43]=[CH:44][C:45]2[C:50]([CH:51]=1)=[CH:49][C:48](B(O)O)=[CH:47][CH:46]=2, predict the reaction product. The product is: [F:41][C:42]1[N:43]=[CH:44][C:45]2[C:50]([CH:51]=1)=[CH:49][C:48]([C:7]1[S:11][C:10]([NH:12][CH2:20][C@@H:21]([NH2:33])[CH2:22][C:23]3[CH:24]=[N:25][C:26]([C:29]([F:30])([F:31])[F:32])=[CH:27][CH:28]=3)=[N:9][CH:8]=1)=[CH:47][CH:46]=2. (7) Given the reactants [Si:1]([O:8][C@H:9]1[C@H:13]2[O:14][CH2:15][C@@H:16]([O:17][C:18]3[N:27]([CH2:28][O:29][CH2:30][CH2:31][Si:32]([CH3:35])([CH3:34])[CH3:33])[C:21]4[CH:22]=[N:23][C:24](Cl)=[CH:25][C:20]=4[N:19]=3)[C@H:12]2[O:11][CH2:10]1)([C:4]([CH3:7])([CH3:6])[CH3:5])([CH3:3])[CH3:2].[C:36]1([C:45]2[CH:50]=[CH:49][CH:48]=[CH:47][CH:46]=2)[CH:41]=[CH:40][C:39](B(O)O)=[CH:38][CH:37]=1.[O-]P([O-])([O-])=O.[K+].[K+].[K+].CCOC(C)=O, predict the reaction product. The product is: [C:36]1([C:45]2[CH:46]=[CH:47][CH:48]=[CH:49][CH:50]=2)[CH:41]=[CH:40][C:39]([C:24]2[N:23]=[CH:22][C:21]3[N:27]([CH2:28][O:29][CH2:30][CH2:31][Si:32]([CH3:33])([CH3:35])[CH3:34])[C:18]([O:17][C@@H:16]4[CH2:15][O:14][C@@H:13]5[C@H:9]([O:8][Si:1]([C:4]([CH3:7])([CH3:5])[CH3:6])([CH3:3])[CH3:2])[CH2:10][O:11][C@H:12]45)=[N:19][C:20]=3[CH:25]=2)=[CH:38][CH:37]=1. (8) Given the reactants [F:1][C:2]([C:5]1[O:9][C:8]([CH2:10][N:11]2[N:15]=[C:14]([NH2:16])[CH:13]=[N:12]2)=[CH:7][CH:6]=1)([F:4])[CH3:3].[F:17][C:18]1[CH:19]=[C:20]([C:24]2[O:28][CH:27]=[N:26][C:25]=2[C:29](O)=[O:30])[CH:21]=[CH:22][CH:23]=1, predict the reaction product. The product is: [F:4][C:2]([C:5]1[O:9][C:8]([CH2:10][N:11]2[N:15]=[C:14]([NH:16][C:29]([C:25]3[N:26]=[CH:27][O:28][C:24]=3[C:20]3[CH:21]=[CH:22][CH:23]=[C:18]([F:17])[CH:19]=3)=[O:30])[CH:13]=[N:12]2)=[CH:7][CH:6]=1)([F:1])[CH3:3]. (9) Given the reactants C[C:2]1[C:3](C)=[C:4]([C:11]#[C:12]CO)[CH:5]=[CH:6][C:7]=1[C:8](=[O:10])[CH3:9].[OH-].[Na+], predict the reaction product. The product is: [C:8]([C:7]1[CH:6]=[CH:5][C:4]([C:11]#[CH:12])=[CH:3][CH:2]=1)(=[O:10])[CH3:9]. (10) Given the reactants P(Cl)(Cl)(Cl)(Cl)Cl.[CH2:7]([O:11][C:12]1[CH:17]=[CH:16][C:15]([C:18]([NH:20][CH:21]2[CH2:26][CH2:25][CH:24]([O:27][C:28](=[O:30])[CH3:29])[CH2:23][CH:22]2[C:31]2[CH:36]=[CH:35][C:34]([O:37][CH3:38])=[C:33]([O:39][CH3:40])[CH:32]=2)=O)=[CH:14][CH:13]=1)[CH2:8][CH2:9][CH3:10].C(N(CC)CC)C.O, predict the reaction product. The product is: [CH2:7]([O:11][C:12]1[CH:17]=[CH:16][C:15]([C:18]2[C:36]3[C:31](=[CH:32][C:33]([O:39][CH3:40])=[C:34]([O:37][CH3:38])[CH:35]=3)[CH:22]3[CH:21]([CH2:26][CH2:25][CH:24]([O:27][C:28](=[O:30])[CH3:29])[CH2:23]3)[N:20]=2)=[CH:14][CH:13]=1)[CH2:8][CH2:9][CH3:10].